Dataset: Catalyst prediction with 721,799 reactions and 888 catalyst types from USPTO. Task: Predict which catalyst facilitates the given reaction. (1) Reactant: [Cl:1][C:2]1[CH:3]=[C:4](/[CH:28]=[CH:29]/[C:30]([OH:32])=O)[CH:5]=[C:6]([CH3:27])[C:7]=1[O:8][C:9]1[CH:14]=[CH:13][C:12]([O:15][CH2:16][C:17]2[CH:22]=[CH:21][C:20]([C:23]([F:26])([F:25])[F:24])=[CH:19][CH:18]=2)=[CH:11][N:10]=1.FC(F)(F)C(O)=O.[N:40]1([CH2:46][C:47]2[CH:52]=[CH:51][C:50]([CH2:53][CH2:54][O:55][C:56]3[CH:63]=[CH:62][C:59]([C:60]#[N:61])=[CH:58][CH:57]=3)=[CH:49][CH:48]=2)[CH2:45][CH2:44][NH:43][CH2:42][CH2:41]1.CCOC(OC(OCC)=O)=O.CCN(CC)CC. Product: [Cl:1][C:2]1[CH:3]=[C:4](/[CH:28]=[CH:29]/[C:30]([N:43]2[CH2:42][CH2:41][N:40]([CH2:46][C:47]3[CH:48]=[CH:49][C:50]([CH2:53][CH2:54][O:55][C:56]4[CH:57]=[CH:58][C:59]([C:60]#[N:61])=[CH:62][CH:63]=4)=[CH:51][CH:52]=3)[CH2:45][CH2:44]2)=[O:32])[CH:5]=[C:6]([CH3:27])[C:7]=1[O:8][C:9]1[CH:14]=[CH:13][C:12]([O:15][CH2:16][C:17]2[CH:18]=[CH:19][C:20]([C:23]([F:25])([F:26])[F:24])=[CH:21][CH:22]=2)=[CH:11][N:10]=1. The catalyst class is: 18. (2) Reactant: [CH3:1][O:2][C:3](=[O:23])[NH:4][CH:5]([C:9]([N:11]1[CH2:15][CH2:14][CH2:13][CH:12]1[C:16]1[NH:17][C:18]([C:21]#[CH:22])=[CH:19][N:20]=1)=[O:10])[CH:6]([CH3:8])[CH3:7].[CH3:24][O:25][C:26](=[O:53])[NH:27][CH:28]([C:32]([N:34]1[CH2:38][CH2:37][CH2:36][CH:35]1[C:39]1[NH:40][C:41]([C:44]#[C:45][C:46]2[CH:51]=[CH:50][C:49](Br)=[CH:48][CH:47]=2)=[CH:42][N:43]=1)=[O:33])[CH:29]([CH3:31])[CH3:30].C(N(CC)CC)C. Product: [CH3:1][O:2][C:3](=[O:23])[NH:4][CH:5]([C:9]([N:11]1[CH2:15][CH2:14][CH2:13][CH:12]1[C:16]1[NH:17][C:18]([C:21]#[C:22][C:49]2[CH:50]=[CH:51][C:46]([C:45]#[C:44][C:41]3[NH:40][C:39]([CH:35]4[CH2:36][CH2:37][CH2:38][N:34]4[C:32](=[O:33])[CH:28]([NH:27][C:26]([O:25][CH3:24])=[O:53])[CH:29]([CH3:31])[CH3:30])=[N:43][CH:42]=3)=[CH:47][CH:48]=2)=[CH:19][N:20]=1)=[O:10])[CH:6]([CH3:8])[CH3:7]. The catalyst class is: 441. (3) Reactant: [C:1]([O:5][C:6]([NH:8][C@@H:9]1[CH2:12][C@H:11]([C:13]([OH:15])=O)[C:10]1([CH3:17])[CH3:16])=[O:7])([CH3:4])([CH3:3])[CH3:2].C1C=CC2N(O)N=NC=2C=1.Cl.[NH2:29][CH2:30][CH2:31][C:32]([O:34][CH3:35])=[O:33].CCN(CC)CC. Product: [C:1]([O:5][C:6]([NH:8][C@@H:9]1[CH2:12][C@H:11]([C:13]([NH:29][CH2:30][CH2:31][C:32]([O:34][CH3:35])=[O:33])=[O:15])[C:10]1([CH3:17])[CH3:16])=[O:7])([CH3:2])([CH3:3])[CH3:4]. The catalyst class is: 2. (4) Reactant: [CH2:1](Cl)CCl.C1C=C[C:8]2N(O)N=N[C:9]=2[CH:10]=1.C(O[C@:20]([N:33]=C=O)([CH2:24][C:25]1[CH:30]=[CH:29][C:28]([O:31][CH3:32])=[CH:27][CH:26]=1)[C:21]([OH:23])=O)(C)(C)C.[C:36]([OH:41])(=[O:40])C(O)=O.[CH:42]1([C:48]2([CH2:52][CH2:53][CH2:54][CH2:55][CH3:56])[CH2:51][NH:50][CH2:49]2)[CH2:47][CH2:46][CH2:45][CH2:44][CH2:43]1.C(N(CC)CC)C. Product: [C:9]([O:41][C:36](=[O:40])[NH:33][C@H:20]([CH2:24][C:25]1[CH:26]=[CH:27][C:28]([O:31][CH3:32])=[CH:29][CH:30]=1)[C:21]([N:50]1[CH2:49][C:48]([CH:42]2[CH2:43][CH2:44][CH2:45][CH2:46][CH2:47]2)([CH2:52][CH2:53][CH2:54][CH2:55][CH3:56])[CH2:51]1)=[O:23])([CH3:8])([CH3:10])[CH3:1]. The catalyst class is: 3.